Task: Predict the product of the given reaction.. Dataset: Forward reaction prediction with 1.9M reactions from USPTO patents (1976-2016) (1) Given the reactants [NH2:1][C@H:2]([C:6]1[CH:11]=[CH:10][C:9]([F:12])=[CH:8][CH:7]=1)[C:3]([OH:5])=[O:4].Cl.[CH3:14]O, predict the reaction product. The product is: [CH3:14][O:4][C:3](=[O:5])[C@H:2]([NH2:1])[C:6]1[CH:11]=[CH:10][C:9]([F:12])=[CH:8][CH:7]=1. (2) The product is: [CH3:11][C:12]1([NH:18][C:19](=[O:25])[O:20][C:21]([CH3:24])([CH3:23])[CH3:22])[CH2:13][CH2:14][N:15]([C:2]2[C:3]([N+:8]([O-:10])=[O:9])=[N:4][CH:5]=[CH:6][CH:7]=2)[CH2:16][CH2:17]1. Given the reactants F[C:2]1[C:3]([N+:8]([O-:10])=[O:9])=[N:4][CH:5]=[CH:6][CH:7]=1.[CH3:11][C:12]1([NH:18][C:19](=[O:25])[O:20][C:21]([CH3:24])([CH3:23])[CH3:22])[CH2:17][CH2:16][NH:15][CH2:14][CH2:13]1.C(N(CC)CC)C, predict the reaction product. (3) Given the reactants [CH3:1][C:2]([N:5]1[C:9]2[N:10]=[C:11]([C:17]3[CH:18]=[N:19][CH:20]=[CH:21][CH:22]=3)[CH:12]=[C:13]([C:14](O)=[O:15])[C:8]=2[C:7]([CH3:23])=[N:6]1)([CH3:4])[CH3:3].[NH2:24][CH2:25][C:26]1[C:27](=[O:34])[NH:28][C:29]([CH3:33])=[CH:30][C:31]=1[CH3:32].CN1CCOCC1.ON1C2N=CC=CC=2N=N1.C(Cl)CCl, predict the reaction product. The product is: [CH3:3][C:2]([N:5]1[C:9]2[N:10]=[C:11]([C:17]3[CH:18]=[N:19][CH:20]=[CH:21][CH:22]=3)[CH:12]=[C:13]([C:14]([NH:24][CH2:25][C:26]3[C:27](=[O:34])[NH:28][C:29]([CH3:33])=[CH:30][C:31]=3[CH3:32])=[O:15])[C:8]=2[C:7]([CH3:23])=[N:6]1)([CH3:4])[CH3:1]. (4) Given the reactants [NH2:1][CH2:2][CH2:3][O:4][CH2:5][CH2:6][N:7]1[C:19]2[C:18]3[CH:17]=[CH:16][CH:15]=[CH:14][C:13]=3[N:12]=[C:11]([NH2:20])[C:10]=2[N:9]=[C:8]1[CH3:21].C(N(CC)CC)C.[C:29](Cl)(=[O:36])[C:30]1[CH:35]=[CH:34][CH:33]=[CH:32][CH:31]=1, predict the reaction product. The product is: [NH2:20][C:11]1[C:10]2[N:9]=[C:8]([CH3:21])[N:7]([CH2:6][CH2:5][O:4][CH2:3][CH2:2][NH:1][C:29](=[O:36])[C:30]3[CH:35]=[CH:34][CH:33]=[CH:32][CH:31]=3)[C:19]=2[C:18]2[CH:17]=[CH:16][CH:15]=[CH:14][C:13]=2[N:12]=1. (5) Given the reactants C([O:4][C:5]1[CH:15]=[CH:14][C:8]([CH:9]=[CH:10]C(O)=O)=[CH:7][CH:6]=1)(=O)C.[OH-].[K+].C([O-])(=O)C.[NH4+], predict the reaction product. The product is: [CH:9]([C:8]1[CH:14]=[CH:15][C:5]([OH:4])=[CH:6][CH:7]=1)=[CH2:10]. (6) Given the reactants [CH3:1][C:2](=[N:6][OH:7])[C:3](=[O:5])[CH3:4].[F:8][C:9]([F:19])([F:18])[C:10]1[CH:17]=[CH:16][C:13]([CH:14]=O)=[CH:12][CH:11]=1.Cl.O1CCOCC1, predict the reaction product. The product is: [CH3:1][C:2]1[N+:6]([O-:7])=[C:14]([C:13]2[CH:12]=[CH:11][C:10]([C:9]([F:8])([F:18])[F:19])=[CH:17][CH:16]=2)[O:5][C:3]=1[CH3:4]. (7) Given the reactants [Br:1][C:2]1[CH:7]=[CH:6][C:5]([CH2:8][C:9]#[N:10])=[CH:4][CH:3]=1.CC(C)([O-])C.[K+].Br[CH2:18][CH2:19][O:20][CH2:21][CH2:22]Br, predict the reaction product. The product is: [Br:1][C:2]1[CH:7]=[CH:6][C:5]([C:8]2([C:9]#[N:10])[CH2:22][CH2:21][O:20][CH2:19][CH2:18]2)=[CH:4][CH:3]=1. (8) Given the reactants [S:1]1[CH:5]=[CH:4][CH:3]=[C:2]1[CH2:6][N:7]([CH2:14][C:15]1[S:16][CH:17]=[CH:18][CH:19]=1)[C:8](=[O:13])[O:9][CH2:10][CH2:11][NH2:12].Cl[C:21](Cl)([O:23]C(=O)OC(Cl)(Cl)Cl)Cl, predict the reaction product. The product is: [S:1]1[CH:5]=[CH:4][CH:3]=[C:2]1[CH2:6][N:7]([CH2:14][C:15]1[S:16][CH:17]=[CH:18][CH:19]=1)[C:8](=[O:13])[O:9][CH2:10][CH2:11][N:12]=[C:21]=[O:23].